From a dataset of Full USPTO retrosynthesis dataset with 1.9M reactions from patents (1976-2016). Predict the reactants needed to synthesize the given product. Given the product [Cl:11][C:12]1[N:17]=[C:16]([NH:10][C@H:8]([C:5]2[CH:6]=[CH:7][C:2]([Cl:1])=[CH:3][CH:4]=2)[CH3:9])[N:15]=[C:14]([NH:19][C:20]2[N:21]=[CH:22][N:23]([CH3:25])[CH:24]=2)[N:13]=1, predict the reactants needed to synthesize it. The reactants are: [Cl:1][C:2]1[CH:7]=[CH:6][C:5]([C@@H:8]([NH2:10])[CH3:9])=[CH:4][CH:3]=1.[Cl:11][C:12]1[N:17]=[C:16](Cl)[N:15]=[C:14]([NH:19][C:20]2[N:21]=[CH:22][N:23]([CH3:25])[CH:24]=2)[N:13]=1.